This data is from Peptide-MHC class II binding affinity with 134,281 pairs from IEDB. The task is: Regression. Given a peptide amino acid sequence and an MHC pseudo amino acid sequence, predict their binding affinity value. This is MHC class II binding data. (1) The peptide sequence is KFIPALEAAVKQAYA. The MHC is DRB1_1001 with pseudo-sequence DRB1_1001. The binding affinity (normalized) is 0.552. (2) The peptide sequence is IVQTLNAMPEYQNLL. The MHC is HLA-DQA10501-DQB10201 with pseudo-sequence HLA-DQA10501-DQB10201. The binding affinity (normalized) is 0.418. (3) The peptide sequence is IHKASTVLAFPAGVC. The MHC is DRB1_1201 with pseudo-sequence DRB1_1201. The binding affinity (normalized) is 0.411. (4) The peptide sequence is FLIMRNLTNLLSARK. The MHC is DRB4_0101 with pseudo-sequence DRB4_0103. The binding affinity (normalized) is 0.805. (5) The peptide sequence is FLQRSVSTVCSRISRHHHHHH. The MHC is DRB4_0103 with pseudo-sequence DRB4_0103. The binding affinity (normalized) is 0.356. (6) The peptide sequence is AEVIPMFSALSEGATP. The MHC is DRB1_0101 with pseudo-sequence DRB1_0101. The binding affinity (normalized) is 0.574. (7) The peptide sequence is HYLALLVKYAAGDGN. The MHC is DRB3_0202 with pseudo-sequence DRB3_0202. The binding affinity (normalized) is 0.378. (8) The binding affinity (normalized) is 0.848. The MHC is DRB1_1302 with pseudo-sequence DRB1_1302. The peptide sequence is YDKFLFNVSTVLTGK. (9) The peptide sequence is YKAAVDLSHFLKEKGGL. The MHC is DRB1_0401 with pseudo-sequence DRB1_0401. The binding affinity (normalized) is 0.428. (10) The peptide sequence is LHGGHVSCRVKLSAL. The MHC is HLA-DQA10501-DQB10302 with pseudo-sequence HLA-DQA10501-DQB10302. The binding affinity (normalized) is 0.